From a dataset of Full USPTO retrosynthesis dataset with 1.9M reactions from patents (1976-2016). Predict the reactants needed to synthesize the given product. (1) Given the product [CH2:26]([C:29]1[CH:30]=[CH:31][C:32]([C:33]([CH:20]2[C:19](=[O:25])[C:18]3[C:23](=[CH:24][C:15]([CH:13]=[CH2:14])=[CH:16][CH:17]=3)[O:22][CH2:21]2)=[O:34])=[CH:36][CH:37]=1)[CH2:27][CH3:28], predict the reactants needed to synthesize it. The reactants are: C([Li])CCC.C(NC(C)C)(C)C.[CH:13]([C:15]1[CH:24]=[C:23]2[C:18]([C:19](=[O:25])[CH2:20][CH2:21][O:22]2)=[CH:17][CH:16]=1)=[CH2:14].[CH2:26]([C:29]1[CH:37]=[CH:36][C:32]([C:33](F)=[O:34])=[CH:31][CH:30]=1)[CH2:27][CH3:28]. (2) Given the product [Cl:25][C:26]1[N:31]=[C:30]2[NH:32][C:46]([C:45]3[CH:49]=[CH:50][C:42]([C:34]([C:35]4[CH:40]=[CH:39][CH:38]=[CH:37][CH:36]=4)=[O:41])=[CH:43][CH:44]=3)=[N:33][C:29]2=[CH:28][CH:27]=1, predict the reactants needed to synthesize it. The reactants are: CN(C(ON1N=NC2C=CC=NC1=2)=[N+](C)C)C.F[P-](F)(F)(F)(F)F.[Cl:25][C:26]1[N:31]=[C:30]([NH2:32])[C:29]([NH2:33])=[CH:28][CH:27]=1.[C:34]([C:42]1[CH:50]=[CH:49][C:45]([C:46](O)=O)=[CH:44][CH:43]=1)(=[O:41])[C:35]1[CH:40]=[CH:39][CH:38]=[CH:37][CH:36]=1.CCN(C(C)C)C(C)C. (3) The reactants are: [C:1]([C:3]1[CH:8]=[CH:7][C:6]([CH2:9][CH2:10][C:11]([O:13][CH3:14])=[O:12])=[CH:5][CH:4]=1)#[CH:2].Br[C:16]1[CH:24]=[CH:23][CH:22]=[C:21]2[C:17]=1[CH2:18][CH2:19][C:20]2=[O:25]. Given the product [O:25]=[C:20]1[C:21]2[C:17](=[C:16]([C:2]#[C:1][C:3]3[CH:8]=[CH:7][C:6]([CH2:9][CH2:10][C:11]([O:13][CH3:14])=[O:12])=[CH:5][CH:4]=3)[CH:24]=[CH:23][CH:22]=2)[CH2:18][CH2:19]1, predict the reactants needed to synthesize it. (4) The reactants are: [Cl:1][C:2]1[CH:10]=[CH:9][CH:8]=[CH:7][C:3]=1[C:4]([OH:6])=O.C(Cl)(=O)C(Cl)=O.CN(C=O)C.ClC(Cl)C.[NH:26]1[C:34]2[C:29](=[CH:30][CH:31]=[CH:32][C:33]=2[CH2:35][O:36][C:37]2[CH:42]=[CH:41][C:40]([CH2:43][CH2:44][C:45]([O:47]CC)=[O:46])=[C:39]([F:50])[CH:38]=2)[CH2:28][CH2:27]1.C(=O)(O)[O-].[Na+]. Given the product [Cl:1][C:2]1[CH:10]=[CH:9][CH:8]=[CH:7][C:3]=1[C:4]([N:26]1[C:34]2[C:29](=[CH:30][CH:31]=[CH:32][C:33]=2[CH2:35][O:36][C:37]2[CH:42]=[CH:41][C:40]([CH2:43][CH2:44][C:45]([OH:47])=[O:46])=[C:39]([F:50])[CH:38]=2)[CH2:28][CH2:27]1)=[O:6], predict the reactants needed to synthesize it. (5) Given the product [CH2:1]([N:8]([C:11]1[CH:16]=[CH:15][C:14]([Br:17])=[CH:13][CH:12]=1)[CH2:9][CH3:10])[C:2]1[CH:7]=[CH:6][CH:5]=[CH:4][CH:3]=1, predict the reactants needed to synthesize it. The reactants are: [CH2:1]([N:8]([C:11]1[CH:16]=[CH:15][CH:14]=[CH:13][CH:12]=1)[CH2:9][CH3:10])[C:2]1[CH:7]=[CH:6][CH:5]=[CH:4][CH:3]=1.[Br:17]C1C(=O)C(Br)=CC(Br)(Br)C=1. (6) Given the product [CH3:11][O:12][C:13]1[CH:14]=[CH:15][C:16]([C:19]2[CH:20]=[CH:21][C:22]([S:25]([NH:28][CH:29]([CH2:34][CH:35]([OH:37])[CH2:36][S:1][C:2]3[S:3][C:4]4[CH:10]=[CH:9][CH:8]=[CH:7][C:5]=4[N:6]=3)[C:30]([OH:32])=[O:31])(=[O:26])=[O:27])=[CH:23][CH:24]=2)=[CH:17][CH:18]=1, predict the reactants needed to synthesize it. The reactants are: [SH:1][C:2]1[S:3][C:4]2[CH:10]=[CH:9][CH:8]=[CH:7][C:5]=2[N:6]=1.[CH3:11][O:12][C:13]1[CH:18]=[CH:17][C:16]([C:19]2[CH:24]=[CH:23][C:22]([S:25]([NH:28][CH:29]([CH2:34][CH:35]3[O:37][CH2:36]3)[C:30]([O:32]C)=[O:31])(=[O:27])=[O:26])=[CH:21][CH:20]=2)=[CH:15][CH:14]=1. (7) Given the product [Cl:1][C:2]1[CH:7]=[CH:6][C:5](/[CH:8]=[CH:9]/[C:10]([N:12]2[CH2:13][CH2:14][C:15]([OH:18])([CH2:19][N:20]3[CH:24]=[C:23]([C:25]([N:35]4[CH2:40][CH2:39][CH2:38][CH2:37][CH2:36]4)=[O:26])[CH:22]=[N:21]3)[CH2:16][CH2:17]2)=[O:11])=[C:4]([CH2:28][N:29]2[N:33]=[N:32][C:31]([CH3:34])=[N:30]2)[CH:3]=1, predict the reactants needed to synthesize it. The reactants are: [Cl:1][C:2]1[CH:7]=[CH:6][C:5](/[CH:8]=[CH:9]/[C:10]([N:12]2[CH2:17][CH2:16][C:15]([CH2:19][N:20]3[CH:24]=[C:23]([C:25](O)=[O:26])[CH:22]=[N:21]3)([OH:18])[CH2:14][CH2:13]2)=[O:11])=[C:4]([CH2:28][N:29]2[N:33]=[N:32][C:31]([CH3:34])=[N:30]2)[CH:3]=1.[NH:35]1[CH2:40][CH2:39][CH2:38][CH2:37][CH2:36]1.CCN(C(C)C)C(C)C.C(P1(=O)OP(CCC)(=O)OP(CCC)(=O)O1)CC.